This data is from Reaction yield outcomes from USPTO patents with 853,638 reactions. The task is: Predict the reaction yield, written as a fraction of the theoretical maximum amount of product (1.0 means a 100% yield; for example, 0.34 means a 34% yield). (1) The reactants are [Cl:1][C:2]1[CH:6]=[CH:5][S:4][C:3]=1[C:7]([NH:9][NH:10][C:11](=[O:22])C1C=CC(C(F)(F)F)=CC=1)=O.ClC1C=CSC=1C(NN)=O.[F:33][C:34]([F:45])([F:44])[C:35]1[CH:43]=[CH:42][C:38](C(Cl)=O)=[CH:37][CH:36]=1.O. The catalyst is N1C=CC=CC=1. The product is [Cl:1][C:2]1[CH:6]=[CH:5][S:4][C:3]=1[C:7]1[O:22][CH2:11][N:10]([C:38]2[CH:37]=[CH:36][C:35]([C:34]([F:33])([F:44])[F:45])=[CH:43][CH:42]=2)[N:9]=1. The yield is 0.930. (2) The reactants are [CH3:1][C:2]([O:6][CH2:7][CH:8]1[CH2:10][O:9]1)([CH3:5])[CH2:3][OH:4].CC1(C)C2(CS(O)(=O)=O)C(CC1CC2)=O.C([O-])(O)=O.[Na+]. The catalyst is C(Cl)Cl.CC1(C)C2(CS(O)(=O)=O)C(CC1CC2)=O. The product is [CH3:1][C:2]1([CH3:5])[CH2:3][O:4][CH:8]([CH2:10][OH:9])[CH2:7][O:6]1. The yield is 0.860. (3) The reactants are [F:1][C:2]1[CH:3]=[CH:4][C:5]2[O:9][CH:8]=[C:7]([CH3:10])[C:6]=2[CH:11]=1.[CH2:12]([CH:14]([CH2:18][CH3:19])[C:15](Cl)=[O:16])[CH3:13].[Cl-].[Al+3].[Cl-].[Cl-].O. The catalyst is [N+](C)([O-])=O. The product is [CH2:12]([CH:14]([CH2:18][CH3:19])[C:15]([C:8]1[O:9][C:5]2[CH:4]=[CH:3][C:2]([F:1])=[CH:11][C:6]=2[C:7]=1[CH3:10])=[O:16])[CH3:13]. The yield is 0.930.